The task is: Predict the reactants needed to synthesize the given product.. This data is from Full USPTO retrosynthesis dataset with 1.9M reactions from patents (1976-2016). The reactants are: [S-:1][C:2]#[N:3].[K+].BrBr.[Cl:7][C:8]1[CH:9]=[C:10]2[C:14](=[CH:15][CH:16]=1)[NH:13][C:12]([C:17]([O:19][CH2:20][CH3:21])=[O:18])=[CH:11]2. Given the product [Cl:7][C:8]1[CH:9]=[C:10]2[C:14](=[CH:15][CH:16]=1)[NH:13][C:12]([C:17]([O:19][CH2:20][CH3:21])=[O:18])=[C:11]2[S:1][C:2]#[N:3], predict the reactants needed to synthesize it.